From a dataset of Reaction yield outcomes from USPTO patents with 853,638 reactions. Predict the reaction yield, written as a fraction of the theoretical maximum amount of product (1.0 means a 100% yield; for example, 0.34 means a 34% yield). (1) The reactants are Br.[Br:2][C:3]1[CH:4]=[C:5]([CH2:10]Br)[C:6]([NH2:9])=[N:7][CH:8]=1.[CH3:12][O:13][C:14](=[O:19])[C:15]([NH2:18])([CH3:17])[CH3:16].C(N(CC)CC)C. The catalyst is CN(C=O)C.O. The product is [CH3:12][O:13][C:14](=[O:19])[C:15]([NH:18][CH2:10][C:5]1[C:6]([NH2:9])=[N:7][CH:8]=[C:3]([Br:2])[CH:4]=1)([CH3:17])[CH3:16]. The yield is 0.400. (2) The reactants are [F:1][C:2]1[CH:10]=[C:9]2[C:5]([C:6]([C:18]3[CH:19]=[CH:20][C:21]4[S:25](=[O:27])(=[O:26])[N:24]([CH2:28][C:29]5[CH:34]=[CH:33][CH:32]=[CH:31][N:30]=5)[CH:23]([CH3:35])[C:22]=4[CH:36]=3)=[CH:7][N:8]2C(OC(C)(C)C)=O)=[CH:4][CH:3]=1.Cl. The catalyst is C(Cl)Cl.O1CCOCC1. The product is [F:1][C:2]1[CH:10]=[C:9]2[C:5]([C:6]([C:18]3[CH:19]=[CH:20][C:21]4[S:25](=[O:26])(=[O:27])[N:24]([CH2:28][C:29]5[CH:34]=[CH:33][CH:32]=[CH:31][N:30]=5)[CH:23]([CH3:35])[C:22]=4[CH:36]=3)=[CH:7][NH:8]2)=[CH:4][CH:3]=1. The yield is 1.00. (3) The reactants are [O:1]1[CH2:6][CH2:5][N:4]([CH2:7][C:8]2[N:9]=[C:10]([NH:13]C(=O)OC(C)(C)C)[S:11][CH:12]=2)[CH2:3][CH2:2]1.[F:21][C:22]([F:27])([F:26])[C:23]([OH:25])=[O:24]. The catalyst is C(Cl)Cl. The product is [F:21][C:22]([F:27])([F:26])[C:23]([OH:25])=[O:24].[O:1]1[CH2:6][CH2:5][N:4]([CH2:7][C:8]2[N:9]=[C:10]([NH2:13])[S:11][CH:12]=2)[CH2:3][CH2:2]1. The yield is 1.00. (4) The yield is 0.650. The product is [OH:2][C:3]1[CH:4]=[C:5]2[C:9](=[CH:10][CH:11]=1)[NH:8][N:7]=[CH:6]2. The catalyst is C(Cl)Cl. The reactants are C[O:2][C:3]1[CH:4]=[C:5]2[C:9](=[CH:10][CH:11]=1)[NH:8][N:7]=[CH:6]2.B(Br)(Br)Br.[OH-].[Na+]. (5) The reactants are [OH-].[Li+].C[O:4][C:5](=[O:14])[C:6]1[CH:11]=[C:10]([CH3:12])[CH:9]=[C:8]([F:13])[CH:7]=1. The catalyst is O1CCCC1. The product is [F:13][C:8]1[CH:7]=[C:6]([CH:11]=[C:10]([CH3:12])[CH:9]=1)[C:5]([OH:14])=[O:4]. The yield is 0.980. (6) The reactants are [Br:1][C:2]1[CH:7]=[CH:6][C:5]([S:8]([N:11]2[CH2:15][CH2:14][CH2:13][CH:12]2[CH2:16][OH:17])(=[O:10])=[O:9])=[CH:4][CH:3]=1.N1C=CN=C1.[C:23]([Si:27](Cl)([CH3:29])[CH3:28])([CH3:26])([CH3:25])[CH3:24]. The catalyst is C(Cl)Cl. The product is [Br:1][C:2]1[CH:3]=[CH:4][C:5]([S:8]([N:11]2[CH2:15][CH2:14][CH2:13][CH:12]2[CH2:16][O:17][Si:27]([C:23]([CH3:26])([CH3:25])[CH3:24])([CH3:29])[CH3:28])(=[O:10])=[O:9])=[CH:6][CH:7]=1. The yield is 0.990. (7) The reactants are [CH2:1]([C:3]12[CH2:24][CH2:23][C:18]3([O:22][CH2:21][CH2:20][O:19]3)[CH2:17][CH:4]1[CH2:5][CH2:6][O:7][C:8]1[C:9]2=[CH:10][C:11]2[CH:12]=[N:13][NH:14][C:15]=2[CH:16]=1)[CH3:2].I[C:26]1[CH:31]=[CH:30][N:29]=[C:28]([CH3:32])[CH:27]=1.[O-]P([O-])([O-])=O.[K+].[K+].[K+].[C@@H]1(N)CCCC[C@H]1N. The catalyst is O1CCOCC1.[Cu]I. The product is [CH2:1]([C:3]12[CH2:24][CH2:23][C:18]3([O:22][CH2:21][CH2:20][O:19]3)[CH2:17][CH:4]1[CH2:5][CH2:6][O:7][C:8]1[C:9]2=[CH:10][C:11]2[CH:12]=[N:13][N:14]([C:26]3[CH:31]=[CH:30][N:29]=[C:28]([CH3:32])[CH:27]=3)[C:15]=2[CH:16]=1)[CH3:2]. The yield is 0.870. (8) The reactants are [NH2:1][C:2]1[C:3]([NH:10][CH2:11][CH2:12][OH:13])=[C:4]([CH:7]=[CH:8][CH:9]=1)[C:5]#[N:6].[CH2:14](N(CC)CC)C. The catalyst is C(O)=O.CO. The product is [OH:13][CH2:12][CH2:11][N:10]1[C:3]2[C:4]([C:5]#[N:6])=[CH:7][CH:8]=[CH:9][C:2]=2[N:1]=[CH:14]1. The yield is 0.700. (9) The reactants are N1C2C(=CC=C3C=2N=CC=C3)C=CC=1.I[C:16]1[CH:21]=[CH:20][C:19]([C:22]2[CH:27]=[CH:26][CH:25]=[CH:24][CH:23]=2)=[CH:18][CH:17]=1.C([O-])([O-])=O.[Cs+].[Cs+].[C:34]([O:38][C:39]([CH3:42])([CH3:41])[CH3:40])(=[O:37])[NH:35][NH2:36]. The catalyst is [Cu]I.O1CCOCC1. The product is [C:39]([O:38][C:34]([N:35]([C:16]1[CH:21]=[CH:20][C:19]([C:22]2[CH:27]=[CH:26][CH:25]=[CH:24][CH:23]=2)=[CH:18][CH:17]=1)[NH2:36])=[O:37])([CH3:42])([CH3:41])[CH3:40]. The yield is 0.880. (10) The reactants are [N:1]1[CH:6]=[CH:5][CH:4]=[N:3][C:2]=1[S:7][CH2:8][CH:9]1[CH:13]=[C:12]([C:14]2[CH:19]=[CH:18][C:17]([N:20]3[CH2:24][C@H:23]([CH2:25][NH:26][C:27](=[O:29])[CH3:28])[O:22][C:21]3=[O:30])=[CH:16][CH:15]=2)[CH2:11][NH:10]1.C(Cl)(Cl)Cl.ClCCl.[CH:38](OCC)=[O:39]. No catalyst specified. The product is [CH:38]([N:10]1[CH2:11][C:12]([C:14]2[CH:19]=[CH:18][C:17]([N:20]3[CH2:24][C@H:23]([CH2:25][NH:26][C:27](=[O:29])[CH3:28])[O:22][C:21]3=[O:30])=[CH:16][CH:15]=2)=[CH:13][CH:9]1[CH2:8][S:7][C:2]1[N:3]=[CH:4][CH:5]=[CH:6][N:1]=1)=[O:39]. The yield is 0.200.